From a dataset of Forward reaction prediction with 1.9M reactions from USPTO patents (1976-2016). Predict the product of the given reaction. (1) Given the reactants [O:1]1[CH2:6][CH2:5][N:4]([C:7]2[CH:13]=[CH:12][C:10]([NH2:11])=[CH:9][CH:8]=2)[CH2:3][CH2:2]1.[Br:14][C:15]1[C:16]([CH3:26])=[CH:17][CH:18]=[C:19]2[C:24]=1[N:23]=[C:22](Cl)[N:21]=[CH:20]2.C(O)(C(F)(F)F)=O, predict the reaction product. The product is: [Br:14][C:15]1[C:16]([CH3:26])=[CH:17][CH:18]=[C:19]2[C:24]=1[N:23]=[C:22]([NH:11][C:10]1[CH:12]=[CH:13][C:7]([N:4]3[CH2:3][CH2:2][O:1][CH2:6][CH2:5]3)=[CH:8][CH:9]=1)[N:21]=[CH:20]2. (2) Given the reactants [F:1][C:2]([F:16])([F:15])[O:3][C:4]1[CH:5]=[C:6]2[C:10](=[CH:11][CH:12]=1)[NH:9][N:8]=[C:7]2[CH2:13][OH:14], predict the reaction product. The product is: [F:16][C:2]([F:1])([F:15])[O:3][C:4]1[CH:5]=[C:6]2[C:10](=[CH:11][CH:12]=1)[NH:9][N:8]=[C:7]2[CH:13]=[O:14]. (3) Given the reactants C[O:2][C:3]1[CH:25]=[CH:24][C:6]([C:7]([Ge:9]([C:14](=[O:23])[C:15]2[CH:20]=[CH:19][C:18]([O:21]C)=[CH:17][CH:16]=2)([CH2:12][CH3:13])[CH2:10][CH3:11])=[O:8])=[CH:5][CH:4]=1.[Cl-].[Al+3].[Cl-].[Cl-].O, predict the reaction product. The product is: [OH:21][C:18]1[CH:17]=[CH:16][C:15]([C:14]([Ge:9]([C:7](=[O:8])[C:6]2[CH:5]=[CH:4][C:3]([OH:2])=[CH:25][CH:24]=2)([CH2:10][CH3:11])[CH2:12][CH3:13])=[O:23])=[CH:20][CH:19]=1.